This data is from Full USPTO retrosynthesis dataset with 1.9M reactions from patents (1976-2016). The task is: Predict the reactants needed to synthesize the given product. (1) Given the product [Cl:1][C:2]1[C:3]([CH3:11])=[C:4]([C:7]([Cl:10])=[CH:8][CH:9]=1)[CH:5]=[N:17][OH:18], predict the reactants needed to synthesize it. The reactants are: [Cl:1][C:2]1[C:3]([CH3:11])=[C:4]([C:7]([Cl:10])=[CH:8][CH:9]=1)[CH:5]=O.S(O)(O)(=O)=O.[NH2:17][OH:18].[OH-].[Na+]. (2) Given the product [F:13][C:2]([F:1])([F:12])[C:3]1[CH:4]=[C:5]([B:9]2[O:10][CH2:19][CH2:18][NH:14][CH2:15][CH2:16][O:11]2)[CH:6]=[CH:7][CH:8]=1, predict the reactants needed to synthesize it. The reactants are: [F:1][C:2]([F:13])([F:12])[C:3]1[CH:4]=[C:5]([B:9]([OH:11])[OH:10])[CH:6]=[CH:7][CH:8]=1.[NH:14]([CH2:18][CH2:19]O)[CH2:15][CH2:16]O. (3) Given the product [F:35][C:27]1[CH:26]=[C:25]([F:24])[CH:33]=[C:32]2[C:28]=1[CH2:29][C@@H:30]([OH:34])[C@@H:31]2[N:12]1[C:13]2[CH2:18][CH2:17][N:16]([C:19](=[O:21])[CH3:20])[CH2:15][C:14]=2[C:10]([C:6]2[CH:7]=[CH:8][CH:9]=[C:4]([O:3][C:2]([F:1])([F:22])[F:23])[CH:5]=2)=[N:11]1, predict the reactants needed to synthesize it. The reactants are: [F:1][C:2]([F:23])([F:22])[O:3][C:4]1[CH:5]=[C:6]([C:10]2[C:14]3[CH2:15][N:16]([C:19](=[O:21])[CH3:20])[CH2:17][CH2:18][C:13]=3[NH:12][N:11]=2)[CH:7]=[CH:8][CH:9]=1.[F:24][C:25]1[CH:26]=[C:27]([F:35])[C:28]2[CH2:29][C@H:30]3[O:34][C@H:31]3[C:32]=2[CH:33]=1.C([O-])([O-])=O.[K+].[K+].O. (4) Given the product [CH2:1]([O:8][C:9]1[C:10]([F:29])=[C:11]([O:12][C:13]2[CH:18]=[N:17][C:16]([S:19]([CH3:22])(=[O:21])=[O:20])=[CH:15][CH:14]=2)[CH:23]=[CH:24][C:25]=1[NH2:26])[C:2]1[CH:7]=[CH:6][CH:5]=[CH:4][CH:3]=1, predict the reactants needed to synthesize it. The reactants are: [CH2:1]([O:8][C:9]1[C:10]([F:29])=[C:11]([CH:23]=[CH:24][C:25]=1[N+:26]([O-])=O)[O:12][C:13]1[CH:14]=[CH:15][C:16]([S:19]([CH3:22])(=[O:21])=[O:20])=[N:17][CH:18]=1)[C:2]1[CH:7]=[CH:6][CH:5]=[CH:4][CH:3]=1.[Cl-].[Ca+2].[Cl-].C(O)C. (5) Given the product [NH2:1][CH2:4][C@H:5]1[C@H:10]([C:11]2[CH:12]=[CH:13][C:14]([O:17][CH3:18])=[CH:15][CH:16]=2)[C@@H:9]([O:19][CH2:20][C:21]2[CH:22]=[CH:23][C:24]3[O:29][CH2:28][CH2:27][N:26]([CH2:30][CH2:31][CH2:32][O:33][CH3:34])[C:25]=3[CH:35]=2)[CH2:8][N:7]([C:36]([O:38][CH2:39][C:40]2[CH:41]=[CH:42][CH:43]=[CH:44][CH:45]=2)=[O:37])[CH2:6]1, predict the reactants needed to synthesize it. The reactants are: [N:1]([CH2:4][C@H:5]1[C@H:10]([C:11]2[CH:16]=[CH:15][C:14]([O:17][CH3:18])=[CH:13][CH:12]=2)[C@@H:9]([O:19][CH2:20][C:21]2[CH:22]=[CH:23][C:24]3[O:29][CH2:28][CH2:27][N:26]([CH2:30][CH2:31][CH2:32][O:33][CH3:34])[C:25]=3[CH:35]=2)[CH2:8][N:7]([C:36]([O:38][CH2:39][C:40]2[CH:45]=[CH:44][CH:43]=[CH:42][CH:41]=2)=[O:37])[CH2:6]1)=[N+]=[N-].N.C1(P(C2C=CC=CC=2)C2C=CC=CC=2)C=CC=CC=1. (6) Given the product [C:34]([O:33][C:31]([NH:30][C@H:26]1[CH2:25][O:24][C:23]2[C:38]([C:42]([O:44][CH3:45])=[O:43])=[CH:39][CH:40]=[CH:41][C:22]=2[NH:21][C:27]1=[O:28])=[O:32])([CH3:37])([CH3:36])[CH3:35], predict the reactants needed to synthesize it. The reactants are: O=C1[C@@H](NC(=O)OC(C)(C)C)COC2C=CC=CC=2N1.[NH2:21][C:22]1[CH:41]=[CH:40][CH:39]=[C:38]([C:42]([O:44][CH3:45])=[O:43])[C:23]=1[O:24][CH2:25][C@H:26]([NH:30][C:31]([O:33][C:34]([CH3:37])([CH3:36])[CH3:35])=[O:32])[C:27](O)=[O:28]. (7) Given the product [OH:6][CH:7]1[CH2:23][N:11]2[C:12](=[O:22])[CH:13]=[C:14]([C:16]3[CH:17]=[CH:18][CH:19]=[CH:20][CH:21]=3)[N:15]=[C:10]2[N:9]([C:24]2[CH:29]=[CH:28][N:27]=[C:26]([NH:30][CH:31]([C:33]3[CH:38]=[CH:37][CH:36]=[CH:35][CH:34]=3)[CH3:32])[N:25]=2)[CH2:8]1, predict the reactants needed to synthesize it. The reactants are: C([Si](C)(C)[O:6][CH:7]1[CH2:23][N:11]2[C:12](=[O:22])[CH:13]=[C:14]([C:16]3[CH:21]=[CH:20][CH:19]=[CH:18][CH:17]=3)[N:15]=[C:10]2[N:9]([C:24]2[CH:29]=[CH:28][N:27]=[C:26]([NH:30][CH:31]([C:33]3[CH:38]=[CH:37][CH:36]=[CH:35][CH:34]=3)[CH3:32])[N:25]=2)[CH2:8]1)(C)(C)C.C(Cl)Cl.Cl.C([O-])(O)=O.[Na+].